Dataset: Full USPTO retrosynthesis dataset with 1.9M reactions from patents (1976-2016). Task: Predict the reactants needed to synthesize the given product. (1) Given the product [CH3:1][O:2][C:3]1[CH:4]=[C:5]2[C:10](=[CH:11][C:12]=1[O:13][CH3:14])[N:9]=[CH:8][N:7]=[C:6]2[O:15][C:16]1[CH:22]=[CH:21][C:19]([NH:20][C:34](=[O:33])[O:35][CH2:24][CH2:23][CH3:29])=[CH:18][CH:17]=1, predict the reactants needed to synthesize it. The reactants are: [CH3:1][O:2][C:3]1[CH:4]=[C:5]2[C:10](=[CH:11][C:12]=1[O:13][CH3:14])[N:9]=[CH:8][N:7]=[C:6]2[O:15][C:16]1[CH:22]=[CH:21][C:19]([NH2:20])=[CH:18][CH:17]=1.[C:23]1([CH3:29])C=CC=C[CH:24]=1.ClC(Cl)([O:33][C:34](=O)[O:35]C(Cl)(Cl)Cl)Cl.C(=O)(O)[O-].[Na+]. (2) The reactants are: C[O:2][C:3]([CH:5]1[N:10]([S:11]([CH3:14])(=[O:13])=[O:12])[CH2:9][CH2:8][N:7]([C:15]([O:17][C:18]([CH3:21])([CH3:20])[CH3:19])=[O:16])[CH2:6]1)=O.[H-].[Al+3].[Li+].[H-].[H-].[H-]. Given the product [C:18]([O:17][C:15]([N:7]1[CH2:8][CH2:9][N:10]([S:11]([CH3:14])(=[O:13])=[O:12])[CH:5]([CH2:3][OH:2])[CH2:6]1)=[O:16])([CH3:21])([CH3:20])[CH3:19], predict the reactants needed to synthesize it. (3) Given the product [CH2:11]([O:10][C:8]([CH:5]1[CH2:6][CH2:7][C:2](=[O:1])[CH:3]([CH3:14])[CH2:4]1)=[O:9])[CH3:12], predict the reactants needed to synthesize it. The reactants are: [O:1]=[C:2]1[CH2:7][CH2:6][CH:5]([C:8]([O:10][CH2:11][CH3:12])=[O:9])[CH2:4][CH2:3]1.N1CCC[CH2:14]1.CI.O. (4) Given the product [CH3:7][O:8][C:9]1[CH:10]=[C:11](/[CH:12]=[CH:22]/[C:23]([NH:25][C:26]2[CH:34]=[CH:33][C:29]([C:30]([OH:32])=[O:31])=[CH:28][CH:27]=2)=[O:24])[CH:14]=[CH:15][C:16]=1[O:17][CH3:18], predict the reactants needed to synthesize it. The reactants are: N1CCCCC1.[CH3:7][O:8][C:9]1[CH:10]=[C:11]([CH:14]=[CH:15][C:16]=1[O:17][CH3:18])[CH:12]=O.C([CH2:22][C:23]([NH:25][C:26]1[CH:34]=[CH:33][C:29]([C:30]([OH:32])=[O:31])=[CH:28][CH:27]=1)=[O:24])(O)=O.Cl. (5) Given the product [Cl:31][CH2:32][C:33]([NH:1][C:2]1[N:3]=[N:4][N:5]([CH2:7][CH2:8][CH2:9][CH2:10][N:11]2[CH:15]=[C:14]([C:16]([NH:18][CH2:19][C:20]3[CH:25]=[CH:24][CH:23]=[C:22]([O:26][C:27]([F:29])([F:28])[F:30])[CH:21]=3)=[O:17])[N:13]=[N:12]2)[CH:6]=1)=[O:34], predict the reactants needed to synthesize it. The reactants are: [NH2:1][C:2]1[N:3]=[N:4][N:5]([CH2:7][CH2:8][CH2:9][CH2:10][N:11]2[CH:15]=[C:14]([C:16]([NH:18][CH2:19][C:20]3[CH:25]=[CH:24][CH:23]=[C:22]([O:26][C:27]([F:30])([F:29])[F:28])[CH:21]=3)=[O:17])[N:13]=[N:12]2)[CH:6]=1.[Cl:31][CH2:32][C:33](Cl)=[O:34].CCN(C(C)C)C(C)C.O. (6) Given the product [C:27]([O:31][C:32]([NH:34][C@@H:35]([C@@H:39]([O:41][CH3:42])[CH3:40])[C:36]([O:38][CH3:2])=[O:37])=[O:33])([CH3:29])([CH3:30])[CH3:28], predict the reactants needed to synthesize it. The reactants are: F[C:2](F)(F)C(O)=O.C1C=CC2N(O)N=NC=2C=1.CCN(C(C)C)C(C)C.[C:27]([O:31][C:32]([NH:34][C@@H:35]([C@@H:39]([O:41][CH3:42])[CH3:40])[C:36]([OH:38])=[O:37])=[O:33])([CH3:30])([CH3:29])[CH3:28].C(OC(N[C@@H]([C@@H](O)C)C(OC)=O)=O)(C)(C)C.CI. (7) Given the product [OH:1][C:2]([CH3:34])([CH3:35])[CH2:3][C@@:4]1([C:28]2[CH:33]=[CH:32][CH:31]=[CH:30][CH:29]=2)[O:9][C:8](=[O:10])[N:7]([C@H:11]([C:13]2[CH:14]=[CH:15][C:16]([C:37]3[CH:38]=[CH:39][C:40](=[O:46])[N:41]([CH2:43][CH2:44][OH:45])[CH:42]=3)=[CH:17][CH:18]=2)[CH3:12])[CH2:6][CH2:5]1, predict the reactants needed to synthesize it. The reactants are: [OH:1][C:2]([CH3:35])([CH3:34])[CH2:3][C@@:4]1([C:28]2[CH:33]=[CH:32][CH:31]=[CH:30][CH:29]=2)[O:9][C:8](=[O:10])[N:7]([C@H:11]([C:13]2[CH:18]=[CH:17][C:16](B3OC(C)(C)C(C)(C)O3)=[CH:15][CH:14]=2)[CH3:12])[CH2:6][CH2:5]1.Br[C:37]1[CH:38]=[CH:39][C:40](=[O:46])[N:41]([CH2:43][CH2:44][OH:45])[CH:42]=1. (8) Given the product [C:28]12([C:38]3[CH:39]=[C:40]([C:23]4[CH:24]=[CH:25][C:20](/[CH:19]=[CH:13]/[C:14]([O:16][CH2:17][CH3:18])=[O:15])=[CH:21][C:22]=4[Cl:55])[CH:41]=[CH:42][C:43]=3[O:44][CH2:45][C:46]3[CH:51]=[CH:50][CH:49]=[CH:48][CH:47]=3)[CH2:37][CH:32]3[CH2:33][CH:34]([CH2:36][CH:30]([CH2:31]3)[CH2:29]1)[CH2:35]2, predict the reactants needed to synthesize it. The reactants are: C([O-])([O-])=O.[Na+].[Na+].FC(F)(F)S(O[C:13](=[CH:19][C:20]1[CH:25]=[CH:24][CH:23]=[CH:22][CH:21]=1)[C:14]([O:16][CH2:17][CH3:18])=[O:15])(=O)=O.[C:28]12([C:38]3[CH:39]=[C:40](B(O)O)[CH:41]=[CH:42][C:43]=3[O:44][CH2:45][C:46]3[CH:51]=[CH:50][CH:49]=[CH:48][CH:47]=3)[CH2:37][CH:32]3[CH2:33][CH:34]([CH2:36][CH:30]([CH2:31]3)[CH2:29]1)[CH2:35]2.[Cl-:55].[Li+]. (9) The reactants are: [CH:1]1([NH:4][C:5](=[O:18])[C:6]2[CH:11]=[CH:10][CH:9]=[C:8]([C:12]3[CH2:13][CH2:14][NH:15][CH2:16][CH:17]=3)[N:7]=2)[CH2:3][CH2:2]1.[F:19][C:20]([F:29])([F:28])[C:21]1[CH:25]=[C:24]([CH:26]=O)[O:23][N:22]=1.C(O)(=O)C.C(O[BH-](OC(=O)C)OC(=O)C)(=O)C.[Na+].[ClH:48]. Given the product [ClH:48].[CH:1]1([NH:4][C:5](=[O:18])[C:6]2[CH:11]=[CH:10][CH:9]=[C:8]([C:12]3[CH2:13][CH2:14][N:15]([CH2:26][C:24]4[O:23][N:22]=[C:21]([C:20]([F:29])([F:28])[F:19])[CH:25]=4)[CH2:16][CH:17]=3)[N:7]=2)[CH2:3][CH2:2]1, predict the reactants needed to synthesize it. (10) Given the product [NH2:7][C:8]1[C:17]2[C:12](=[CH:13][CH:14]=[CH:15][CH:16]=2)[C:11]([O:18][C:19]2[CH:24]=[CH:23][N:22]=[C:21]([NH:25][C:26]3[CH:31]=[C:30]([CH:29]=[C:28]([C:44]#[CH:45])[CH:27]=3)[C:32]([NH:33][C@@H:34]([CH3:42])[CH2:35][N:36]3[CH2:37][CH2:38][O:39][CH2:40][CH2:41]3)=[O:43])[N:20]=2)=[CH:10][CH:9]=1, predict the reactants needed to synthesize it. The reactants are: C(OC(=O)[NH:7][C:8]1[C:17]2[C:12](=[CH:13][CH:14]=[CH:15][CH:16]=2)[C:11]([O:18][C:19]2[CH:24]=[CH:23][N:22]=[C:21]([NH:25][C:26]3[CH:31]=[C:30]([C:32](=[O:43])[NH:33][C@@H:34]([CH3:42])[CH2:35][N:36]4[CH2:41][CH2:40][O:39][CH2:38][CH2:37]4)[CH:29]=[C:28]([C:44]#[CH:45])[CH:27]=3)[N:20]=2)=[CH:10][CH:9]=1)(C)(C)C.C(O)(C(F)(F)F)=O.